This data is from Full USPTO retrosynthesis dataset with 1.9M reactions from patents (1976-2016). The task is: Predict the reactants needed to synthesize the given product. (1) The reactants are: [O:1]([C:8]1[CH:13]=[CH:12][CH:11]=[CH:10][C:9]=1[NH:14][S:15]([C:18]1[CH:30]=[CH:29][C:21]([C:22]([NH:24][CH2:25][C:26]([OH:28])=O)=[O:23])=[CH:20][CH:19]=1)(=[O:17])=[O:16])[C:2]1[CH:7]=[CH:6][CH:5]=[CH:4][CH:3]=1.[NH2:31][C:32]1[CH:37]=[CH:36][C:35]([CH2:38][C:39]#[N:40])=[CH:34][CH:33]=1. Given the product [C:39]([CH2:38][C:35]1[CH:36]=[CH:37][C:32]([NH:31][C:26]([CH2:25][NH:24][C:22](=[O:23])[C:21]2[CH:20]=[CH:19][C:18]([S:15](=[O:16])(=[O:17])[NH:14][C:9]3[CH:10]=[CH:11][CH:12]=[CH:13][C:8]=3[O:1][C:2]3[CH:3]=[CH:4][CH:5]=[CH:6][CH:7]=3)=[CH:30][CH:29]=2)=[O:28])=[CH:33][CH:34]=1)#[N:40], predict the reactants needed to synthesize it. (2) Given the product [NH2:15][C:16]1[CH:25]=[CH:24][C:23]2[C:22]3=[CH:26][CH:27]=[N:28][N:21]3[CH:20]=[CH:19][C:18]=2[C:17]=1[C:29]([O:31][CH3:32])=[O:30], predict the reactants needed to synthesize it. The reactants are: C(O)(C(F)(F)F)=O.C(OC([N:15](C(OC(C)(C)C)=O)[C:16]1[CH:25]=[CH:24][C:23]2[C:22]3=[CH:26][CH:27]=[N:28][N:21]3[CH:20]=[CH:19][C:18]=2[C:17]=1[C:29]([O:31][CH3:32])=[O:30])=O)(C)(C)C.C(=O)(O)[O-].[Na+]. (3) The reactants are: [H-].[Na+].[NH:3]1[C:11]2[CH:10]=[CH:9][CH:8]=[C:7]([C:12]([O:14][CH3:15])=[O:13])[C:6]=2[CH:5]=[CH:4]1.Br[CH2:17][CH:18]1[CH2:20][CH2:19]1.Cl. Given the product [CH:18]1([CH2:17][N:3]2[C:11]3[CH:10]=[CH:9][CH:8]=[C:7]([C:12]([O:14][CH3:15])=[O:13])[C:6]=3[CH:5]=[CH:4]2)[CH2:20][CH2:19]1, predict the reactants needed to synthesize it.